Dataset: HIV replication inhibition screening data with 41,000+ compounds from the AIDS Antiviral Screen. Task: Binary Classification. Given a drug SMILES string, predict its activity (active/inactive) in a high-throughput screening assay against a specified biological target. The molecule is CN(C)c1ccc(C=C2c3ccccc3-c3ccccc32)cc1. The result is 0 (inactive).